Dataset: Catalyst prediction with 721,799 reactions and 888 catalyst types from USPTO. Task: Predict which catalyst facilitates the given reaction. (1) Reactant: C(O[C:6](=O)[N:7]([CH:9]1[CH2:14][CH2:13][CH:12]([N:15]([C:35]([C:37]2[S:41][C:40]3[C:42]([F:47])=[CH:43][CH:44]=[C:45]([F:46])[C:39]=3[C:38]=2[Cl:48])=[O:36])[CH2:16][C:17]2[CH:18]=[C:19]([C:25]3[CH:30]=[CH:29][C:28]([S:31](=[O:34])(=[O:33])[NH2:32])=[CH:27][CH:26]=3)[CH:20]=[CH:21][C:22]=2[O:23][CH3:24])[CH2:11][CH2:10]1)C)(C)(C)C.CC(OC)(C)C. Product: [ClH:48].[CH3:24][O:23][C:22]1[CH:21]=[CH:20][C:19]([C:25]2[CH:30]=[CH:29][C:28]([S:31](=[O:34])(=[O:33])[NH2:32])=[CH:27][CH:26]=2)=[CH:18][C:17]=1[CH2:16][N:15]([CH:12]1[CH2:13][CH2:14][CH:9]([NH:7][CH3:6])[CH2:10][CH2:11]1)[C:35]([C:37]1[S:41][C:40]2[C:42]([F:47])=[CH:43][CH:44]=[C:45]([F:46])[C:39]=2[C:38]=1[Cl:48])=[O:36]. The catalyst class is: 2. (2) Reactant: [Cl:1][C:2]([Cl:15])=[CH:3][CH2:4][O:5][C:6]1[CH:11]=[C:10]([Cl:12])[C:9]([OH:13])=[C:8]([Cl:14])[CH:7]=1.C(=O)([O-])[O-].[K+].[K+].Cl[CH2:23][C:24]([O:26][C:27]([CH3:30])([CH3:29])[CH3:28])=[O:25]. Product: [Cl:15][C:2]([Cl:1])=[CH:3][CH2:4][O:5][C:6]1[CH:7]=[C:8]([Cl:14])[C:9]([O:13][CH2:23][C:24]([O:26][C:27]([CH3:30])([CH3:29])[CH3:28])=[O:25])=[C:10]([Cl:12])[CH:11]=1. The catalyst class is: 18. (3) Reactant: [Cl:1][C:2]1[C:11]([N+:12]([O-:14])=[O:13])=[CH:10][CH:9]=[CH:8][C:3]=1[C:4](OC)=[O:5].[BH4-].[Na+].CO.O. Product: [Cl:1][C:2]1[C:11]([N+:12]([O-:14])=[O:13])=[CH:10][CH:9]=[CH:8][C:3]=1[CH2:4][OH:5]. The catalyst class is: 1. (4) Reactant: [F:1][C:2]1[CH:3]=[C:4]([N:8]2[CH2:12][CH:11]([CH2:13][OH:14])[O:10][C:9]2=[O:15])[CH:5]=[CH:6][CH:7]=1.C(N(CC)CC)C.[C:23](OC(=O)C)(=[O:25])[CH3:24].C(=O)(O)[O-].[Na+]. Product: [F:1][C:2]1[CH:3]=[C:4]([N:8]2[CH2:12][C@H:11]([CH2:13][O:14][C:23](=[O:25])[CH3:24])[O:10][C:9]2=[O:15])[CH:5]=[CH:6][CH:7]=1. The catalyst class is: 112. (5) Reactant: [Cl:1][C:2]1[CH:10]=[CH:9][C:5]([C:6](Cl)=[O:7])=[CH:4][N:3]=1.[CH3:11][NH:12][CH3:13]. Product: [Cl:1][C:2]1[CH:10]=[CH:9][C:5]([C:6]([N:12]([CH3:13])[CH3:11])=[O:7])=[CH:4][N:3]=1. The catalyst class is: 2.